From a dataset of Forward reaction prediction with 1.9M reactions from USPTO patents (1976-2016). Predict the product of the given reaction. (1) Given the reactants FC(F)(F)S(O[C:7]1[CH:16]=[CH:15][CH:14]=[C:13]2[C:8]=1[CH2:9][CH2:10][C:11](=[O:17])[NH:12]2)(=O)=O.[CH3:20][N:21](C=O)C, predict the reaction product. The product is: [C:20]([C:7]1[CH:16]=[CH:15][CH:14]=[C:13]2[C:8]=1[CH2:9][CH2:10][C:11](=[O:17])[NH:12]2)#[N:21]. (2) Given the reactants [NH2:1][C:2]1[CH:3]=[CH:4][C:5]2[CH2:9][O:8][B:7]([OH:10])[C:6]=2[CH:11]=1.C(=O)([O-])[O-].[K+].[K+].[C:18]([NH:21][C:22]1[CH:23]=[C:24]([CH2:32][CH3:33])[C:25]([S:28](Cl)(=[O:30])=[O:29])=[N:26][CH:27]=1)(=[O:20])[CH3:19], predict the reaction product. The product is: [CH2:32]([C:24]1[CH:23]=[C:22]([NH:21][C:18](=[O:20])[CH3:19])[CH:27]=[N:26][C:25]=1[S:28](=[O:30])(=[O:29])[NH:1][C:2]1[CH:3]=[CH:4][C:5]2[CH2:9][O:8][B:7]([OH:10])[C:6]=2[CH:11]=1)[CH3:33]. (3) Given the reactants C([O:3][C:4](=[O:34])[CH2:5][CH2:6][C:7]1[CH:12]=[CH:11][C:10]([O:13][C:14]2[CH:19]=[C:18]([CH3:20])[CH:17]=[C:16]([O:21][C:22]3[CH:27]=[CH:26][C:25]([C:28]([F:31])([F:30])[F:29])=[CH:24][C:23]=3Br)[CH:15]=2)=[CH:9][C:8]=1[CH3:33])C.[F:35][C:36]1[CH:37]=[C:38]([OH:42])[CH:39]=[CH:40][CH:41]=1, predict the reaction product. The product is: [F:35][C:36]1[CH:37]=[C:38]([CH:39]=[CH:40][CH:41]=1)[O:42][C:23]1[CH:24]=[C:25]([C:28]([F:29])([F:30])[F:31])[CH:26]=[CH:27][C:22]=1[O:21][C:16]1[CH:15]=[C:14]([CH:19]=[C:18]([CH3:20])[CH:17]=1)[O:13][C:10]1[CH:11]=[CH:12][C:7]([CH2:6][CH2:5][C:4]([OH:34])=[O:3])=[C:8]([CH3:33])[CH:9]=1. (4) Given the reactants [F:1][C:2]1[CH:14]=[CH:13][C:5]([C:6]([CH:8]([C:11]#[N:12])[C:9]#[N:10])=[O:7])=[CH:4][CH:3]=1.[CH3:15][Si](C=[N+]=[N-])(C)C.C(N(CC)C(C)C)(C)C, predict the reaction product. The product is: [F:1][C:2]1[CH:3]=[CH:4][C:5]([C:6]([O:7][CH3:15])=[C:8]([C:11]#[N:12])[C:9]#[N:10])=[CH:13][CH:14]=1. (5) Given the reactants [CH:1]([C:4]1[CH:10]=[CH:9][CH:8]=[C:7]([CH:11]([CH3:13])[CH3:12])[C:5]=1[NH2:6])([CH3:3])[CH3:2].[CH2:14]1[C:27]2[C:18](=[N:19][C:20]3[C:21](=O)[CH2:22][CH2:23][CH2:24][C:25]=3[CH:26]=2)[C:17](=O)[CH2:16][CH2:15]1, predict the reaction product. The product is: [CH:11]([C:7]1[CH:8]=[CH:9][CH:10]=[C:4]([CH:1]([CH3:3])[CH3:2])[C:5]=1[N:6]=[C:17]1[C:18]2[C:27](=[CH:26][C:25]3[CH2:24][CH2:23][CH2:22][C:21](=[N:6][C:5]4[C:7]([CH:11]([CH3:12])[CH3:13])=[CH:8][CH:9]=[CH:10][C:4]=4[CH:1]([CH3:3])[CH3:2])[C:20]=3[N:19]=2)[CH2:14][CH2:15][CH2:16]1)([CH3:13])[CH3:12]. (6) The product is: [CH:29]([C:2]1[CH:3]=[C:4]2[N:10]=[CH:9][N:8]([CH2:11][C:12]3[CH:28]=[CH:27][C:15]4[N:16]=[C:17]([NH:19][C@@H:20]5[CH2:25][CH2:24][CH2:23][CH2:22][C@H:21]5[OH:26])[S:18][C:14]=4[CH:13]=3)[C:5]2=[N:6][CH:7]=1)=[CH2:30]. Given the reactants Br[C:2]1[CH:3]=[C:4]2[N:10]=[CH:9][N:8]([CH2:11][C:12]3[CH:28]=[CH:27][C:15]4[N:16]=[C:17]([NH:19][C@@H:20]5[CH2:25][CH2:24][CH2:23][CH2:22][C@H:21]5[OH:26])[S:18][C:14]=4[CH:13]=3)[C:5]2=[N:6][CH:7]=1.[CH:29]([B-](F)(F)F)=[CH2:30].[K+], predict the reaction product.